The task is: Binary Classification. Given a T-cell receptor sequence (or CDR3 region) and an epitope sequence, predict whether binding occurs between them.. This data is from TCR-epitope binding with 47,182 pairs between 192 epitopes and 23,139 TCRs. (1) The epitope is KLNVGDYFV. The TCR CDR3 sequence is CASSFVTGPLYNEQFF. Result: 0 (the TCR does not bind to the epitope). (2) The epitope is KLWAQCVQL. The TCR CDR3 sequence is CASSGVGQGVWNEQFF. Result: 1 (the TCR binds to the epitope).